Dataset: Full USPTO retrosynthesis dataset with 1.9M reactions from patents (1976-2016). Task: Predict the reactants needed to synthesize the given product. (1) Given the product [N+:25]([C:22]1[CH:23]=[CH:24][C:19]([NH:1][CH:2]([CH2:3][CH2:4][CH2:5][CH2:6][NH:7][C:19]2[CH:24]=[CH:23][C:22]([N+:25]([O-:26])=[O:11])=[CH:21][CH:20]=2)[C:8]([OH:10])=[O:9])=[CH:20][CH:21]=1)([O-:27])=[O:26], predict the reactants needed to synthesize it. The reactants are: [NH2:1][C@H:2]([C:8]([OH:10])=[O:9])[CH2:3][CH2:4][CH2:5][CH2:6][NH2:7].[OH-:11].[Na+].C(=O)(O)[O-].[Na+].F[C:19]1[CH:24]=[CH:23][C:22]([N+:25]([O-:27])=[O:26])=[CH:21][CH:20]=1. (2) Given the product [CH:29]1([C:20]2[CH:19]=[C:18]([C:8]3([C:4]4[CH:5]=[CH:6][CH:7]=[CH:2][CH:3]=4)[C:16]4[C:11](=[N:12][CH:13]=[CH:14][CH:15]=4)[C:10]([NH2:17])=[N:9]3)[CH:23]=[C:22]([CH3:24])[C:21]=2[O:25][CH:26]([F:28])[F:27])[CH2:31][CH2:30]1, predict the reactants needed to synthesize it. The reactants are: Br[C:2]1[CH:3]=[C:4]([C:8]2([C:18]3[CH:23]=[C:22]([CH3:24])[C:21]([O:25][CH:26]([F:28])[F:27])=[C:20]([CH:29]4[CH2:31][CH2:30]4)[CH:19]=3)[C:16]3[C:11](=[N:12][CH:13]=[CH:14][CH:15]=3)[C:10]([NH2:17])=[N:9]2)[CH:5]=[CH:6][CH:7]=1. (3) Given the product [CH3:12][C:6]1([CH3:13])[N:5]([CH2:14][C:15]([O:17][CH2:18][CH3:19])=[O:16])[C:4]2[CH:3]=[C:2]([C:28]3[CH:29]=[N:30][NH:31][CH:32]=3)[S:10][C:9]=2[C:8](=[O:11])[NH:7]1, predict the reactants needed to synthesize it. The reactants are: Br[C:2]1[S:10][C:9]2[C:8](=[O:11])[NH:7][C:6]([CH3:13])([CH3:12])[N:5]([CH2:14][C:15]([O:17][CH2:18][CH3:19])=[O:16])[C:4]=2[CH:3]=1.CC1(C)C(C)(C)OB([C:28]2[CH:29]=[N:30][N:31](C(OC(C)(C)C)=O)[CH:32]=2)O1.[O-]P([O-])([O-])=O.[K+].[K+].[K+]. (4) Given the product [CH3:39][C:8]1[CH:9]=[C:10]([S:13][C:14]2[CH:19]=[C:18]([O:20][C:21]3[CH:26]=[CH:25][C:24]([C:27]([F:30])([F:29])[F:28])=[CH:23][N:22]=3)[CH:17]=[C:16]([C:31]#[C:32][C:33]3[CH:34]=[CH:35][CH:36]=[CH:37][CH:38]=3)[CH:15]=2)[CH:11]=[CH:12][C:7]=1[O:6][CH2:5][C:4]([OH:40])=[O:3], predict the reactants needed to synthesize it. The reactants are: C([O:3][C:4](=[O:40])[CH2:5][O:6][C:7]1[CH:12]=[CH:11][C:10]([S:13][C:14]2[CH:19]=[C:18]([O:20][C:21]3[CH:26]=[CH:25][C:24]([C:27]([F:30])([F:29])[F:28])=[CH:23][N:22]=3)[CH:17]=[C:16]([C:31]#[C:32][C:33]3[CH:38]=[CH:37][CH:36]=[CH:35][CH:34]=3)[CH:15]=2)=[CH:9][C:8]=1[CH3:39])C.[OH-].[Na+].C(O)(=O)CC(CC(O)=O)(C(O)=O)O.